Task: Predict which catalyst facilitates the given reaction.. Dataset: Catalyst prediction with 721,799 reactions and 888 catalyst types from USPTO (1) Reactant: C(N(CC)C(C)C)(C)C.[NH2:10][C:11]1([CH3:34])[CH2:16][CH2:15][N:14]([C:17](=[O:33])[C:18]([NH:20][CH2:21][CH:22]2[O:31][CH:25]3[O:26][C:27]([CH3:30])([CH3:29])[O:28][CH:24]3[CH:23]2[OH:32])=[O:19])[CH2:13][CH2:12]1.Cl[CH2:36][C:37]([N:39]1[CH2:43][CH2:42][CH2:41][C@H:40]1[C:44]#[N:45])=[O:38].O. Product: [C:44]([C@@H:40]1[CH2:41][CH2:42][CH2:43][N:39]1[C:37](=[O:38])[CH2:36][NH:10][C:11]1([CH3:34])[CH2:12][CH2:13][N:14]([C:17](=[O:33])[C:18]([NH:20][CH2:21][CH:22]2[O:31][CH:25]3[O:26][C:27]([CH3:29])([CH3:30])[O:28][CH:24]3[CH:23]2[OH:32])=[O:19])[CH2:15][CH2:16]1)#[N:45]. The catalyst class is: 9. (2) Reactant: [F:1][C:2]1[CH:11]=[C:10]([C:12]2[N:17]=[N:16][C:15]([S:18][CH3:19])=[N:14][CH:13]=2)[CH:9]=[CH:8][C:3]=1[C:4]([O:6][CH3:7])=[O:5].ClC1C=CC=C(C(OO)=[O:28])C=1. Product: [F:1][C:2]1[CH:11]=[C:10]([C:12]2[N:17]=[N:16][C:15]([S:18]([CH3:19])=[O:28])=[N:14][CH:13]=2)[CH:9]=[CH:8][C:3]=1[C:4]([O:6][CH3:7])=[O:5]. The catalyst class is: 2. (3) Reactant: [Cl:1][C:2]1[CH:7]=[C:6]([F:8])[CH:5]=[CH:4][C:3]=1[CH:9]1[CH2:14][CH:13]([NH:15][C:16](=O)[C:17]2[CH:22]=[CH:21][CH:20]=[CH:19][N:18]=2)[C:12](=[O:24])[CH2:11][CH2:10]1.CC[N+](S(N=C(OC)[O-])(=O)=O)(CC)CC. Product: [Cl:1][C:2]1[CH:7]=[C:6]([F:8])[CH:5]=[CH:4][C:3]=1[CH:9]1[CH2:14][C:13]2[N:15]=[C:16]([C:17]3[CH:22]=[CH:21][CH:20]=[CH:19][N:18]=3)[O:24][C:12]=2[CH2:11][CH2:10]1. The catalyst class is: 7.